From a dataset of Forward reaction prediction with 1.9M reactions from USPTO patents (1976-2016). Predict the product of the given reaction. (1) Given the reactants [H-].[H-].[H-].[H-].[Li+].[Al+3].[F:7][C:8]1[CH:13]=[CH:12][C:11]([NH:14][NH:15][C:16](OCC)=O)=[CH:10][CH:9]=1.CCOC(C)=O, predict the reaction product. The product is: [F:7][C:8]1[CH:13]=[CH:12][C:11]([NH:14][NH:15][CH3:16])=[CH:10][CH:9]=1. (2) Given the reactants [N:1]1([C:11]([O:13][C:14]([CH3:17])([CH3:16])[CH3:15])=[O:12])[CH2:6][CH2:5][CH:4]=[C:3]([C:7](OC)=[O:8])[CH2:2]1.[H-].C([Al+]CC(C)C)C(C)C, predict the reaction product. The product is: [OH:8][CH2:7][C:3]1[CH2:2][N:1]([C:11]([O:13][C:14]([CH3:17])([CH3:16])[CH3:15])=[O:12])[CH2:6][CH2:5][CH:4]=1. (3) The product is: [CH3:15][S:16]([O:19][CH2:20][CH:4]([N:1]=[N+:2]=[N-:3])[CH2:5][CH2:6][CH3:7])(=[O:18])=[O:17]. Given the reactants [N:1]([CH2:4][CH2:5][CH2:6][CH2:7]CO)=[N+:2]=[N-:3].S(Cl)(C)(=O)=O.[CH3:15][S:16]([O:19][CH2:20]CN=[N+]=[N-])(=[O:18])=[O:17], predict the reaction product. (4) Given the reactants [CH3:1][C:2]1[NH:3][C:4]([C:15]2[CH:20]=[CH:19][CH:18]=[CH:17][C:16]=2[O:21][C:22]2[CH:27]=[CH:26][CH:25]=[CH:24][CH:23]=2)=[C:5]2[CH:10]=[C:9]([C:11]([OH:13])=O)[NH:8][C:7](=[O:14])[C:6]=12.C(N=C=NCCCN(C)C)C.O/[N:40]=[C:41](\[NH2:48])/[C:42]1[CH:47]=[CH:46][CH:45]=[N:44][CH:43]=1, predict the reaction product. The product is: [CH3:1][C:2]1[NH:3][C:4]([C:15]2[CH:20]=[CH:19][CH:18]=[CH:17][C:16]=2[O:21][C:22]2[CH:27]=[CH:26][CH:25]=[CH:24][CH:23]=2)=[C:5]2[CH:10]=[C:9]([C:11]3[O:13][N:48]=[C:41]([C:42]4[CH:43]=[N:44][CH:45]=[CH:46][CH:47]=4)[N:40]=3)[NH:8][C:7](=[O:14])[C:6]=12. (5) Given the reactants [N+:1]([C:4]1[CH:5]=[CH:6][C:7]2[S:11][C:10]([C:12]([OH:14])=O)=[CH:9][C:8]=2[CH:15]=1)([O-:3])=[O:2].CN(C(ON1N=[N:31][C:26]2[CH:27]=[CH:28][CH:29]=[N:30][C:25]1=2)=[N+](C)C)C.F[P-](F)(F)(F)(F)F.[CH:40](N(CC)C(C)C)(C)[CH3:41].CN(C=O)C.[ClH:54], predict the reaction product. The product is: [ClH:54].[N:30]12[CH2:29][CH2:28][CH:27]([CH2:40][CH2:41]1)[C@@H:26]([NH:31][C:12]([C:10]1[S:11][C:7]3[CH:6]=[CH:5][C:4]([N+:1]([O-:3])=[O:2])=[CH:15][C:8]=3[CH:9]=1)=[O:14])[CH2:25]2. (6) The product is: [CH3:1][O:2][C:3]([C:5]1[C:6]2[C:7]([Br:14])=[N:8][NH:9][C:10]=2[CH:11]=[CH:12][CH:13]=1)=[O:4]. Given the reactants [CH3:1][O:2][C:3]([C:5]1[C:6]2[CH:7]=[N:8][NH:9][C:10]=2[CH:11]=[CH:12][CH:13]=1)=[O:4].[Br:14]N1C(=O)CCC1=O.[OH-].[K+], predict the reaction product.